This data is from Reaction yield outcomes from USPTO patents with 853,638 reactions. The task is: Predict the reaction yield, written as a fraction of the theoretical maximum amount of product (1.0 means a 100% yield; for example, 0.34 means a 34% yield). (1) The reactants are [OH:1][C:2]1[CH:3]=[C:4]([CH:8]=[CH:9][C:10]=1[O:11][CH3:12])[C:5]([OH:7])=O.[NH:13]1[CH2:18][CH2:17][CH2:16][C@@H:15]2[C:19]3[CH:20]=[CH:21][CH:22]=[CH:23][C:24]=3[CH2:25][C@H:14]12.F[P-](F)(F)(F)(F)F.N1(OC(N(C)C)=[N+](C)C)C2N=CC=CC=2N=N1. No catalyst specified. The product is [N:13]1([C:5]([C:4]2[CH:8]=[CH:9][C:10]([O:11][CH3:12])=[C:2]([OH:1])[CH:3]=2)=[O:7])[CH2:18][CH2:17][CH2:16][C@@H:15]2[C:19]3[CH:20]=[CH:21][CH:22]=[CH:23][C:24]=3[CH2:25][C@H:14]12. The yield is 0.450. (2) The reactants are [Li]CCCC.[F:6][C:7]1[CH:12]=[CH:11][C:10]([C:13]2[O:17][CH:16]=[N:15][CH:14]=2)=[CH:9][CH:8]=1.CN([CH:21]=[O:22])C.Cl. The catalyst is C1COCC1.CCOCC. The product is [F:6][C:7]1[CH:8]=[CH:9][C:10]([C:13]2[O:17][C:16]([CH:21]=[O:22])=[N:15][CH:14]=2)=[CH:11][CH:12]=1. The yield is 0.600. (3) The reactants are [NH2:1][CH2:2][CH2:3][CH2:4][O:5][CH2:6][CH2:7][O:8][CH2:9][CH2:10][O:11][CH2:12][CH2:13][CH2:14][NH:15][C:16](=[O:22])[O:17][C:18]([CH3:21])(C)C.[N:23]([CH2:26][C:27]([OH:29])=O)=[N+:24]=[N-:25].C([O-])(O)=O.[Na+].[CH2:35](Cl)[CH2:36]Cl. The catalyst is CN(C=O)C. The product is [N:23]([CH2:26][C:27](=[O:29])[NH:1][CH2:2][CH2:3][CH2:4][O:5][CH2:6][CH2:7][O:8][CH2:9][CH2:10][O:11][CH2:12][CH2:13][CH2:14][NH:15][C:16](=[O:22])[O:17][CH2:18][CH2:21][CH2:35][CH3:36])=[N+:24]=[N-:25]. The yield is 0.650. (4) The reactants are [CH2:1]([SH:3])[CH3:2].[H-].[Na+].[CH2:6]([O:8][C:9](=[O:19])[C:10]1[CH:15]=[C:14]([F:16])[C:13](Cl)=[N:12][C:11]=1[Cl:18])[CH3:7].O. The catalyst is C1COCC1. The product is [CH2:6]([O:8][C:9](=[O:19])[C:10]1[CH:15]=[C:14]([F:16])[C:13]([S:3][CH2:1][CH3:2])=[N:12][C:11]=1[Cl:18])[CH3:7]. The yield is 0.980. (5) The reactants are [OH:1][CH2:2][CH:3]1[NH:8][CH2:7][CH2:6][N:5]([C:9]([O:11][C:12]([CH3:15])([CH3:14])[CH3:13])=[O:10])[CH2:4]1.[C:16]([C:18]1[CH:19]=[C:20]([N:24]=[C:25]=[O:26])[CH:21]=[CH:22][CH:23]=1)#[N:17]. The catalyst is O1CCCC1. The product is [C:16]([C:18]1[CH:19]=[C:20]([NH:24][C:25]([N:8]2[CH2:7][CH2:6][N:5]([C:9]([O:11][C:12]([CH3:15])([CH3:14])[CH3:13])=[O:10])[CH2:4][CH:3]2[CH2:2][OH:1])=[O:26])[CH:21]=[CH:22][CH:23]=1)#[N:17]. The yield is 0.726. (6) The reactants are N1(C2C=C(N)C(N)=[C:8]([CH3:14])C=2)C=CN=C1.[N:15]1([C:20]2[CH:25]=[C:24]([N+:26]([O-:28])=[O:27])[C:23]([NH2:29])=[C:22]([CH3:30])[CH:21]=2)[CH:19]=[CH:18][N:17]=[CH:16]1.[OH2:31]. The catalyst is [Pd]. The product is [N:15]1([C:20]2[CH:25]=[C:24]([N+:26]([O-:28])=[O:27])[C:23]([NH:29][C:8](=[O:31])[CH3:14])=[C:22]([CH3:30])[CH:21]=2)[CH:19]=[CH:18][N:17]=[CH:16]1. The yield is 0.910. (7) The reactants are I[C:2]1[CH:7]=[CH:6][C:5]([I:8])=[CH:4][C:3]=1[N+:9]([O-:11])=[O:10].C1([Mg]Br)C=CC=CC=1.[CH:20](=[O:24])[CH:21]([CH3:23])[CH3:22]. The catalyst is C1COCC1. The product is [I:8][C:5]1[CH:6]=[CH:7][C:2]([CH:20]([OH:24])[CH:21]([CH3:23])[CH3:22])=[C:3]([N+:9]([O-:11])=[O:10])[CH:4]=1. The yield is 0.800.